This data is from Peptide-MHC class II binding affinity with 134,281 pairs from IEDB. The task is: Regression. Given a peptide amino acid sequence and an MHC pseudo amino acid sequence, predict their binding affinity value. This is MHC class II binding data. (1) The peptide sequence is YGIAAENVIDVKLVD. The MHC is HLA-DPA10103-DPB10301 with pseudo-sequence HLA-DPA10103-DPB10301. The binding affinity (normalized) is 0.312. (2) The peptide sequence is KVGEVCSFYADPKRY. The MHC is DRB4_0101 with pseudo-sequence DRB4_0103. The binding affinity (normalized) is 0.394.